This data is from Peptide-MHC class II binding affinity with 134,281 pairs from IEDB. The task is: Regression. Given a peptide amino acid sequence and an MHC pseudo amino acid sequence, predict their binding affinity value. This is MHC class II binding data. (1) The peptide sequence is YDKFLANVDTVLTGK. The MHC is DRB1_0802 with pseudo-sequence DRB1_0802. The binding affinity (normalized) is 0.755. (2) The peptide sequence is NAGFKAAVAAAAVVP. The MHC is HLA-DQA10102-DQB10602 with pseudo-sequence HLA-DQA10102-DQB10602. The binding affinity (normalized) is 0.519.